Task: Predict the product of the given reaction.. Dataset: Forward reaction prediction with 1.9M reactions from USPTO patents (1976-2016) (1) Given the reactants [F:1][C:2]1[CH:7]=[CH:6][CH:5]=[CH:4][C:3]=1[C:8]1[N:13]=[CH:12][C:11]([C:14]([OH:16])=O)=[CH:10][N:9]=1.O[N:18]1[C:22]2[CH:23]=[CH:24][CH:25]=[CH:26][C:21]=2N=N1.C1CCC(N=C=NC2CCCCC2)CC1.NC1C=CC=CC=1.C(O)C(N)(CO)CO, predict the reaction product. The product is: [C:22]1([NH:18][C:14]([C:11]2[CH:12]=[N:13][C:8]([C:3]3[CH:4]=[CH:5][CH:6]=[CH:7][C:2]=3[F:1])=[N:9][CH:10]=2)=[O:16])[CH:23]=[CH:24][CH:25]=[CH:26][CH:21]=1. (2) Given the reactants [CH3:1][C:2]([C:35]([OH:37])=[O:36])([C:4]1[CH:5]=[CH:6][C:7]([CH:10]([OH:34])[CH2:11][CH2:12][CH2:13][N:14]2[CH2:19][CH2:18][CH:17]([C:20]([OH:33])([C:27]3[CH:28]=[CH:29][CH:30]=[CH:31][CH:32]=3)[C:21]3[CH:22]=[CH:23][CH:24]=[CH:25][CH:26]=3)[CH2:16][CH2:15]2)=[CH:8][CH:9]=1)[CH3:3], predict the reaction product. The product is: [CH3:3][C:2]([C:35]([OH:37])=[O:36])([C:4]1[CH:9]=[CH:8][C:7]([CH:10]([OH:34])[CH2:11][CH2:12][CH2:13][N:14]2[CH2:15][CH2:16][CH:17]([C:20]([OH:33])([C:21]3[CH:26]=[CH:25][CH:24]=[CH:23][CH:22]=3)[C:27]3[CH:28]=[CH:29][CH:30]=[CH:31][CH:32]=3)[CH2:18][CH2:19]2)=[CH:6][CH:5]=1)[CH3:1].[C:35]([O-:37])(=[O:36])[CH3:2]. (3) Given the reactants [C:1]1([C:7]2[CH:12]=[C:11]([F:13])[CH:10]=[CH:9][C:8]=2[OH:14])[CH:6]=[CH:5][CH:4]=[CH:3][CH:2]=1.C([Li])CCC.[Cl:20][Ti:21](Cl)([Cl:32])[C:22]1([CH3:31])[C:26]([CH3:27])=[C:25]([CH3:28])[C:24]([CH3:29])=[C:23]1[CH3:30], predict the reaction product. The product is: [Cl:20][Ti:21]([Cl:32])([C:22]1([CH3:31])[C:23]([CH3:30])=[C:24]([CH3:29])[C:25]([CH3:28])=[C:26]1[CH3:27])[O:14][C:8]1[CH:9]=[CH:10][C:11]([F:13])=[CH:12][C:7]=1[C:1]1[CH:2]=[CH:3][CH:4]=[CH:5][CH:6]=1. (4) Given the reactants [Cl:1][C:2]1[CH:46]=[CH:45][C:5]([CH2:6][N:7]2[C:15]3[C:14](=[O:16])[N:13]([CH2:17][CH2:18][CH2:19][N:20]4C(=O)C5C(=CC=CC=5)C4=O)[C:12](=[O:31])[N:11]([CH3:32])[C:10]=3[N:9]=[C:8]2[O:33][C:34]2[CH:39]=[CH:38][CH:37]=[C:36]([O:40][C:41]([F:44])([F:43])[F:42])[CH:35]=2)=[CH:4][CH:3]=1.O.NN.Cl.C(OCC)C, predict the reaction product. The product is: [ClH:1].[NH2:20][CH2:19][CH2:18][CH2:17][N:13]1[C:14](=[O:16])[C:15]2[N:7]([CH2:6][C:5]3[CH:45]=[CH:46][C:2]([Cl:1])=[CH:3][CH:4]=3)[C:8]([O:33][C:34]3[CH:39]=[CH:38][CH:37]=[C:36]([O:40][C:41]([F:42])([F:44])[F:43])[CH:35]=3)=[N:9][C:10]=2[N:11]([CH3:32])[C:12]1=[O:31].